From a dataset of Catalyst prediction with 721,799 reactions and 888 catalyst types from USPTO. Predict which catalyst facilitates the given reaction. (1) Reactant: Cl.Cl.[CH2:3]([O:5][C:6](=[O:16])[C@H:7]([CH2:9][CH2:10][CH2:11][NH:12][C:13](=[NH:15])[NH2:14])[NH2:8])[CH3:4].[OH-].[Na+].[C:19]([Cl:32])(=[O:31])[CH2:20][CH2:21][CH2:22][CH2:23][CH2:24][CH2:25][CH2:26][CH2:27][CH2:28][CH2:29][CH3:30].Cl. Product: [CH3:30][CH2:29][CH2:28][CH2:27][CH2:26][CH2:25][CH2:24][CH2:23][CH2:22][CH2:21][CH2:20][C:19]([NH:8][C@H:7]([C:6]([O:5][CH2:3][CH3:4])=[O:16])[CH2:9][CH2:10][CH2:11][N:12]=[C:13]([NH2:14])[NH2:15])=[O:31].[ClH:32]. The catalyst class is: 6. (2) Reactant: [CH3:1][C:2]1[CH:3]=[N:4][N:5]([C:7]2[CH:12]=[CH:11][N:10]=[CH:9][C:8]=2[N:13]2[CH2:18][CH2:17][CH:16]([C:19](O)=[O:20])[CH2:15][CH2:14]2)[CH:6]=1.Cl.[O:23]1[CH2:27][CH2:26][C@H:25]([NH2:28])[CH2:24]1.CN(C(ON1N=NC2C=CC=NC1=2)=[N+](C)C)C.F[P-](F)(F)(F)(F)F.C(N(CC)CC)C. Product: [CH3:1][C:2]1[CH:3]=[N:4][N:5]([C:7]2[CH:12]=[CH:11][N:10]=[CH:9][C:8]=2[N:13]2[CH2:14][CH2:15][CH:16]([C:19]([NH:28][C@H:25]3[CH2:26][CH2:27][O:23][CH2:24]3)=[O:20])[CH2:17][CH2:18]2)[CH:6]=1. The catalyst class is: 136. (3) The catalyst class is: 9. Reactant: [CH:1]1([N:6]2[CH2:12][C:11]([F:14])([F:13])[C:10](=[O:15])[N:9]([CH3:16])[C:8]3[CH:17]=[N:18][C:19]([NH:21][C:22]4[CH:30]=[CH:29][C:25]([C:26]([OH:28])=O)=[CH:24][C:23]=4[O:31][CH2:32][CH3:33])=[N:20][C:7]2=3)[CH2:5][CH2:4][CH2:3][CH2:2]1.ON1C2C=CC=CC=2N=N1.F[P-](F)(F)(F)(F)F.CN(C(N(C)C)=[N+]1C2C=CC=CC=2[N+]([O-])=N1)C.C(N(C(C)C)CC)(C)C.[CH3:77][N:78]([CH3:83])[CH2:79][CH2:80][CH2:81][NH2:82]. Product: [CH:1]1([N:6]2[CH2:12][C:11]([F:14])([F:13])[C:10](=[O:15])[N:9]([CH3:16])[C:8]3[CH:17]=[N:18][C:19]([NH:21][C:22]4[CH:30]=[CH:29][C:25]([C:26]([NH:82][CH2:81][CH2:80][CH2:79][N:78]([CH3:83])[CH3:77])=[O:28])=[CH:24][C:23]=4[O:31][CH2:32][CH3:33])=[N:20][C:7]2=3)[CH2:5][CH2:4][CH2:3][CH2:2]1. (4) Reactant: Br[C:2]1[CH:3]=[N:4][N:5]2[CH:10]=[CH:9][C:8]([N:11]3[C@@H:15]([CH2:16][CH2:17][CH3:18])[CH2:14][O:13][C:12]3=[O:19])=[N:7][C:6]=12.CC1(C)C(C)(C)OB([C:28]2[CH:33]=[CH:32][C:31]([C:34]3[N:38]=[CH:37][N:36]([CH2:39][O:40][CH2:41][CH2:42][Si:43]([CH3:46])([CH3:45])[CH3:44])[N:35]=3)=[CH:30][CH:29]=2)O1.C([O-])([O-])=O.[Na+].[Na+].C1(P(C2CCCCC2)C2C=CC=CC=2C2C(C(C)C)=CC(C(C)C)=CC=2C(C)C)CCCCC1. Product: [CH2:16]([C@H:15]1[CH2:14][O:13][C:12](=[O:19])[N:11]1[C:8]1[CH:9]=[CH:10][N:5]2[N:4]=[CH:3][C:2]([C:28]3[CH:29]=[CH:30][C:31]([C:34]4[N:38]=[CH:37][N:36]([CH2:39][O:40][CH2:41][CH2:42][Si:43]([CH3:46])([CH3:45])[CH3:44])[N:35]=4)=[CH:32][CH:33]=3)=[C:6]2[N:7]=1)[CH2:17][CH3:18]. The catalyst class is: 62. (5) Reactant: [N:1]1[CH:6]=[CH:5][CH:4]=[CH:3][C:2]=1[NH:7][C:8]1[S:9][CH:10]=[CH:11][N:12]=1.C(O)(=O)C.[Br:17]Br.C([O-])(O)=O.[Na+]. Product: [Br:17][C:10]1[S:9][C:8]([NH:7][C:2]2[CH:3]=[CH:4][CH:5]=[CH:6][N:1]=2)=[N:12][CH:11]=1. The catalyst class is: 6. (6) Reactant: [O:1]=[S:2]1(=[O:34])[C:6]2[CH:7]=[CH:8][C:9]([C:11](=[O:33])[CH2:12][N:13]3[CH2:18][CH2:17][N:16]([CH2:19][C@@H:20]([C:22]4[CH:31]=[CH:30][C:25]5[C:26](=[O:29])[O:27][CH2:28][C:24]=5[C:23]=4[CH3:32])[OH:21])[CH2:15][CH2:14]3)=[CH:10][C:5]=2[CH:4]=[CH:3]1. Product: [O:34]=[S:2]1(=[O:1])[C:6]2[CH:7]=[CH:8][C:9]([C:11](=[O:33])[CH2:12][N:13]3[CH2:14][CH2:15][N:16]([CH2:19][C@@H:20]([C:22]4[CH:31]=[CH:30][C:25]5[C:26](=[O:29])[O:27][CH2:28][C:24]=5[C:23]=4[CH3:32])[OH:21])[CH2:17][CH2:18]3)=[CH:10][C:5]=2[CH2:4][CH2:3]1. The catalyst class is: 707.